Dataset: Cav3 T-type calcium channel HTS with 100,875 compounds. Task: Binary Classification. Given a drug SMILES string, predict its activity (active/inactive) in a high-throughput screening assay against a specified biological target. The drug is Clc1c(NC(=O)c2sccc2)ccc(N)c1. The result is 0 (inactive).